From a dataset of Reaction yield outcomes from USPTO patents with 853,638 reactions. Predict the reaction yield, written as a fraction of the theoretical maximum amount of product (1.0 means a 100% yield; for example, 0.34 means a 34% yield). The reactants are CCN(C(C)C)C(C)C.CN(C(ON1N=NC2C=CC=CC1=2)=[N+](C)C)C.[B-](F)(F)(F)F.[SH:32][C:33]1[N:41]=[CH:40][CH:39]=[CH:38][C:34]=1[C:35]([OH:37])=O.[CH3:42][C:43]([CH3:48])([CH3:47])[CH2:44][CH2:45][NH2:46]. The catalyst is CN(C=O)C.CCCCCC.CC(C)=O. The product is [CH3:42][C:43]([CH3:48])([CH3:47])[CH2:44][CH2:45][NH:46][C:35](=[O:37])[C:34]1[CH:38]=[CH:39][CH:40]=[N:41][C:33]=1[SH:32]. The yield is 0.610.